Dataset: Forward reaction prediction with 1.9M reactions from USPTO patents (1976-2016). Task: Predict the product of the given reaction. (1) Given the reactants [K+].[Br-].[CH3:3][C:4]([O:18]CC=C)([CH3:17])[C:5]([C:7]1[CH:12]=[CH:11][C:10]([O:13][CH2:14][CH:15]=[CH2:16])=[CH:9][CH:8]=1)=[O:6], predict the reaction product. The product is: [OH:18][C:4]([CH3:17])([CH3:3])[C:5]([C:7]1[CH:12]=[CH:11][C:10]([O:13][CH2:14][CH:15]=[CH2:16])=[CH:9][CH:8]=1)=[O:6]. (2) Given the reactants [O:1]=[C:2]1[C:10]2([C:14]3[CH:15]=[CH:16][C:17]([O:19][CH:20]4[CH2:24][CH2:23][N:22]([C:25]([O:27][C:28]([CH3:31])([CH3:30])[CH3:29])=[O:26])[CH2:21]4)=[CH:18][C:13]=3[O:12][CH2:11]2)[C:9]2[C:4](=[CH:5][CH:6]=[CH:7][CH:8]=2)[NH:3]1.[H-].[Na+].Br[CH2:35][C:36]1[O:37][C:38]([C:41]([F:44])([F:43])[F:42])=[CH:39][CH:40]=1, predict the reaction product. The product is: [O:1]=[C:2]1[C:10]2([C:14]3[CH:15]=[CH:16][C:17]([O:19][CH:20]4[CH2:24][CH2:23][N:22]([C:25]([O:27][C:28]([CH3:31])([CH3:30])[CH3:29])=[O:26])[CH2:21]4)=[CH:18][C:13]=3[O:12][CH2:11]2)[C:9]2[C:4](=[CH:5][CH:6]=[CH:7][CH:8]=2)[N:3]1[CH2:35][C:36]1[O:37][C:38]([C:41]([F:44])([F:43])[F:42])=[CH:39][CH:40]=1. (3) The product is: [N:27]1([CH2:32][C@@H:33]([O:1][C:2]2[CH:11]=[CH:10][C:9]3[C:8](=[O:12])[CH2:7][CH2:6][CH2:5][C:4]=3[C:3]=2[CH2:13][S:14]([C:17]2[CH:18]=[C:19]([CH:24]=[CH:25][CH:26]=2)[C:20]([O:22][CH3:23])=[O:21])(=[O:16])=[O:15])[C:35]2[CH:40]=[CH:39][CH:38]=[CH:37][CH:36]=2)[CH:31]=[CH:30][N:29]=[CH:28]1. Given the reactants [OH:1][C:2]1[CH:11]=[CH:10][C:9]2[C:8](=[O:12])[CH2:7][CH2:6][CH2:5][C:4]=2[C:3]=1[CH2:13][S:14]([C:17]1[CH:18]=[C:19]([CH:24]=[CH:25][CH:26]=1)[C:20]([O:22][CH3:23])=[O:21])(=[O:16])=[O:15].[N:27]1([CH2:32][C@@H:33]([C:35]2[CH:40]=[CH:39][CH:38]=[CH:37][CH:36]=2)O)[CH:31]=[CH:30][N:29]=[CH:28]1.C1C=CC(P(C2C=CC=CC=2)C2C=CC=CC=2)=CC=1.N(C(OCC)=O)=NC(OCC)=O, predict the reaction product. (4) The product is: [Si:32]([O:39][C@H:40]1[CH2:44][CH2:43][N:42]([C:45]([O:47][C:48]([CH3:51])([CH3:50])[CH3:49])=[O:46])[C@H:41]1[CH2:52][O:31][C:27]1[CH:28]=[CH:29][CH:30]=[C:25]([CH2:24][N:5]2[C:6]3[C:11](=[C:10]([NH:12][C:13]([C:15]4[N:19]5[CH:20]=[CH:21][CH:22]=[CH:23][C:18]5=[N:17][CH:16]=4)=[O:14])[CH:9]=[CH:8][CH:7]=3)[C:3]([CH2:1][CH3:2])=[N:4]2)[N:26]=1)([C:35]([CH3:38])([CH3:37])[CH3:36])([CH3:34])[CH3:33]. Given the reactants [CH2:1]([C:3]1[C:11]2[C:6](=[CH:7][CH:8]=[CH:9][C:10]=2[NH:12][C:13]([C:15]2[N:19]3[CH:20]=[CH:21][CH:22]=[CH:23][C:18]3=[N:17][CH:16]=2)=[O:14])[N:5]([CH2:24][C:25]2[CH:30]=[CH:29][CH:28]=[C:27]([OH:31])[N:26]=2)[N:4]=1)[CH3:2].[Si:32]([O:39][C@H:40]1[CH2:44][CH2:43][N:42]([C:45]([O:47][C:48]([CH3:51])([CH3:50])[CH3:49])=[O:46])[C@H:41]1[CH2:52]O)([C:35]([CH3:38])([CH3:37])[CH3:36])([CH3:34])[CH3:33].C1(P(C2C=CC=CC=2)C2C=CC=CC=2)C=CC=CC=1.N(C(OCC)=O)=NC(OCC)=O.C1(P(=O)(C2C=CC=CC=2)C2C=CC=CC=2)C=CC=CC=1, predict the reaction product. (5) Given the reactants [NH2:1][C:2]1[CH:7]=[CH:6][C:5]([C:8]2[C:9]3[CH:23]=[CH:22][C:21]4[C:16](=[CH:17][CH:18]=[CH:19][CH:20]=4)[C:10]=3[NH:11][C:12](=[O:15])[CH2:13][N:14]=2)=[CH:4][CH:3]=1.Cl.FC(F)(F)[C:27]1[CH:28]=[C:29]([CH2:33][CH2:34][C:35]2[N:36](C3C=CC(N4C(=O)CC(=O)NC5C6C(C=CC4=5)=CC=CC=6)=CC=3)[CH:37]=[CH:38]N=2)[CH:30]=[CH:31][CH:32]=1.C1(CCC=O)C=CC=CC=1.C(=O)([O-])O.[NH4+].C(C=O)=O, predict the reaction product. The product is: [CH2:34]([C:35]1[N:1]([C:2]2[CH:3]=[CH:4][C:5]([C:8]3[C:9]4[CH:23]=[CH:22][C:21]5[C:16](=[CH:17][CH:18]=[CH:19][CH:20]=5)[C:10]=4[NH:11][C:12](=[O:15])[CH2:13][N:14]=3)=[CH:6][CH:7]=2)[CH:38]=[CH:37][N:36]=1)[CH2:33][C:29]1[CH:28]=[CH:27][CH:32]=[CH:31][CH:30]=1.